Dataset: Reaction yield outcomes from USPTO patents with 853,638 reactions. Task: Predict the reaction yield, written as a fraction of the theoretical maximum amount of product (1.0 means a 100% yield; for example, 0.34 means a 34% yield). (1) The reactants are Br[C:2]1[CH:3]=[CH:4][C:5]([O:8][CH2:9][C:10]2[C:11]([C:16]3[CH:21]=[CH:20][CH:19]=[CH:18][CH:17]=3)=[N:12][O:13][C:14]=2[CH3:15])=[N:6][CH:7]=1.C([Li])CCC.[CH3:27][S:28]SC. The catalyst is C1COCC1. The product is [CH3:15][C:14]1[O:13][N:12]=[C:11]([C:16]2[CH:21]=[CH:20][CH:19]=[CH:18][CH:17]=2)[C:10]=1[CH2:9][O:8][C:5]1[CH:4]=[CH:3][C:2]([S:28][CH3:27])=[CH:7][N:6]=1. The yield is 0.500. (2) The reactants are [N:1]1[C:10]2[C:5](=[CH:6][CH:7]=[CH:8][CH:9]=2)[CH:4]=[C:3](C#N)[CH:2]=1.[C:13](O[C:13]([O:15][C:16]([CH3:19])([CH3:18])[CH3:17])=[O:14])([O:15][C:16]([CH3:19])([CH3:18])[CH3:17])=[O:14].[BH4-].[Na+].[NH2:30]CCNCCN. The catalyst is CO.O.O.O.O.O.O.[Ni](Cl)Cl. The product is [N:1]1[C:10]2[C:5](=[CH:6][CH:7]=[CH:8][CH:9]=2)[CH:4]=[C:3]([NH:30][C:13](=[O:14])[O:15][C:16]([CH3:19])([CH3:18])[CH3:17])[CH:2]=1. The yield is 0.130.